This data is from Full USPTO retrosynthesis dataset with 1.9M reactions from patents (1976-2016). The task is: Predict the reactants needed to synthesize the given product. (1) Given the product [Cl:1][C:2]1[CH:3]=[CH:4][C:5]([C:23]#[N:24])=[C:6]([C:8]2[C:13]([O:14][CH3:15])=[CH:12][N:11]([CH:16]([CH2:20][CH3:21])[C:17]([NH:25][C:26]3[CH:31]=[CH:30][N:29]4[CH:32]=[C:33]([C:35]([O:37][CH2:38][CH3:39])=[O:36])[N:34]=[C:28]4[CH:27]=3)=[O:18])[C:10](=[O:22])[CH:9]=2)[CH:7]=1, predict the reactants needed to synthesize it. The reactants are: [Cl:1][C:2]1[CH:3]=[CH:4][C:5]([C:23]#[N:24])=[C:6]([C:8]2[C:13]([O:14][CH3:15])=[CH:12][N:11]([CH:16]([CH2:20][CH3:21])[C:17](O)=[O:18])[C:10](=[O:22])[CH:9]=2)[CH:7]=1.[NH2:25][C:26]1[CH:31]=[CH:30][N:29]2[CH:32]=[C:33]([C:35]([O:37][CH2:38][CH3:39])=[O:36])[N:34]=[C:28]2[CH:27]=1. (2) Given the product [O:1]=[C:2]([C:11]1[O:12][C:13]([C:16]2[CH:21]=[CH:20][CH:19]=[CH:18][N:17]=2)=[CH:14][N:15]=1)[CH2:3][CH2:4][CH2:5][CH2:6][C:7]([NH:22][C:23]1[CH:28]=[CH:27][CH:26]=[CH:25][CH:24]=1)=[O:9], predict the reactants needed to synthesize it. The reactants are: [O:1]=[C:2]([C:11]1[O:12][C:13]([C:16]2[CH:21]=[CH:20][CH:19]=[CH:18][N:17]=2)=[CH:14][N:15]=1)[CH2:3][CH2:4][CH2:5][CH2:6][C:7]([O:9]C)=O.[NH2:22][C:23]1[CH:28]=[CH:27][CH:26]=[CH:25][CH:24]=1. (3) Given the product [Cl:12][C:10]1[N:9]=[C:8]([N:13]2[C:17]([CH3:18])=[CH:16][C:15]([CH3:19])=[N:14]2)[N:7]=[C:6]([NH:5][C:3](=[O:4])[CH2:2][N:20]2[CH2:25][CH2:24][O:23][CH2:22][CH2:21]2)[CH:11]=1, predict the reactants needed to synthesize it. The reactants are: Cl[CH2:2][C:3]([NH:5][C:6]1[CH:11]=[C:10]([Cl:12])[N:9]=[C:8]([N:13]2[C:17]([CH3:18])=[CH:16][C:15]([CH3:19])=[N:14]2)[N:7]=1)=[O:4].[NH:20]1[CH2:25][CH2:24][O:23][CH2:22][CH2:21]1.C(NC(C)C)(C)C. (4) Given the product [NH:21]1[C:29]2=[N:28][CH:27]=[CH:26][CH:25]=[C:24]2[C:23]([CH:30]=[C:6]2[O:5][C:4]([NH:3][N:2]([CH3:1])[C:15]3[CH:20]=[CH:19][CH:18]=[CH:17][CH:16]=3)=[C:8]([C:9]([O:11][CH2:12][CH3:13])=[O:10])[C:7]2=[O:14])=[CH:22]1, predict the reactants needed to synthesize it. The reactants are: [CH3:1][N:2]([C:15]1[CH:20]=[CH:19][CH:18]=[CH:17][CH:16]=1)[NH:3][C:4]1[O:5][CH2:6][C:7](=[O:14])[C:8]=1[C:9]([O:11][CH2:12][CH3:13])=[O:10].[NH:21]1[C:29]2[C:24](=[CH:25][CH:26]=[CH:27][N:28]=2)[C:23]([CH:30]=O)=[CH:22]1.N1CCC[C@H]1C(O)=O. (5) Given the product [CH3:18][C:19]([S@:22]([NH:24][CH:14]([C:11]1[CH:12]=[CH:13][C:8]([O:7][C:2]([F:17])([F:1])[C:3]([F:6])([F:5])[F:4])=[CH:9][CH:10]=1)[CH3:15])=[O:23])([CH3:21])[CH3:20], predict the reactants needed to synthesize it. The reactants are: [F:1][C:2]([F:17])([O:7][C:8]1[CH:13]=[CH:12][C:11]([C:14](=O)[CH3:15])=[CH:10][CH:9]=1)[C:3]([F:6])([F:5])[F:4].[CH3:18][C:19]([S@:22]([NH2:24])=[O:23])([CH3:21])[CH3:20]. (6) Given the product [O:30]1[C:34]2[CH:35]=[CH:36][C:37]([C@@H:39]3[C:44]4[NH:45][C:46]5[C:51]([C:43]=4[CH2:42][C@H:41]([C:52]([O:54][CH3:55])=[O:53])[N:40]3[C:58](=[O:59])[CH2:57][Cl:56])=[CH:50][CH:49]=[CH:48][CH:47]=5)=[CH:38][C:33]=2[O:32][CH2:31]1, predict the reactants needed to synthesize it. The reactants are: CN1C(=O)[C@H]2CC3C4C=CC=CC=4NC=3[C@@H](C3C=CC4OCOC=4C=3)N2C(=O)C1.[O:30]1[C:34]2[CH:35]=[CH:36][C:37]([C@@H:39]3[C:44]4[NH:45][C:46]5[C:51]([C:43]=4[CH2:42][C@H:41]([C:52]([O:54][CH3:55])=[O:53])[NH:40]3)=[CH:50][CH:49]=[CH:48][CH:47]=5)=[CH:38][C:33]=2[O:32][CH2:31]1.[Cl:56][CH2:57][C:58](Cl)=[O:59].CN. (7) Given the product [N+:22]([C:25]1[CH:26]=[C:18]([C:9]2[CH:8]=[CH:17][CH:16]=[C:11]([C:12]([O:14][CH3:15])=[O:13])[CH:10]=2)[CH:28]=[CH:29][CH:30]=1)([O-:24])=[O:23], predict the reactants needed to synthesize it. The reactants are: C(=O)([O-])[O-].[Na+].[Na+].Br[C:8]1[CH:17]=[CH:16][C:11]([C:12]([O:14][CH3:15])=[O:13])=[CH:10][C:9]=1[C:18](OC)=O.[N+:22]([C:25]1[CH:26]=C(B(O)O)[CH:28]=[CH:29][CH:30]=1)([O-:24])=[O:23].ClCCl.